Dataset: Reaction yield outcomes from USPTO patents with 853,638 reactions. Task: Predict the reaction yield, written as a fraction of the theoretical maximum amount of product (1.0 means a 100% yield; for example, 0.34 means a 34% yield). (1) The reactants are [CH2:1]([C@H:3]1[C@@H:7]([C:8]2[N:12]3[C:13]4[CH:19]=[CH:18][N:17]([S:20]([C:23]5[CH:29]=[CH:28][C:26]([CH3:27])=[CH:25][CH:24]=5)(=[O:22])=[O:21])[C:14]=4[N:15]=[CH:16][C:11]3=[N:10][N:9]=2)[CH2:6][C@@H:5]([NH:30]C(=O)C)[CH2:4]1)[CH3:2].Cl. The catalyst is O1CCOCC1. The product is [CH2:1]([C@H:3]1[C@@H:7]([C:8]2[N:12]3[C:13]4[CH:19]=[CH:18][N:17]([S:20]([C:23]5[CH:24]=[CH:25][C:26]([CH3:27])=[CH:28][CH:29]=5)(=[O:22])=[O:21])[C:14]=4[N:15]=[CH:16][C:11]3=[N:10][N:9]=2)[CH2:6][C@@H:5]([NH2:30])[CH2:4]1)[CH3:2]. The yield is 0.560. (2) The reactants are [Cl:1][C:2]1[CH:7]=[CH:6][CH:5]=[CH:4][C:3]=1[CH:8]=[CH:9][CH2:10][CH2:11][CH2:12][C:13]#[C:14][C:15](=[O:17])[CH3:16]. The catalyst is [Au].ClC1C=CC=CC=1Cl. The product is [Cl:1][C:2]1[CH:7]=[CH:6][CH:5]=[C:4]2[C:3]=1[CH:8]=[C:9]1[CH2:10][CH2:11][CH2:12][C:13]1=[C:14]2[C:15](=[O:17])[CH3:16]. The yield is 0.860. (3) The reactants are [NH:1]1[C:5]2[CH:6]=[CH:7][C:8]([C:10]([OH:12])=O)=[CH:9][C:4]=2[N:3]=[N:2]1.C[N:14](C(ON1N=NC2C=CC=CC1=2)=[N+](C)C)C.F[P-](F)(F)(F)(F)F.[NH4+].[Cl-].CCN(C(C)C)C(C)C. The catalyst is CN(C=O)C. The product is [NH:3]1[C:4]2[CH:9]=[C:8]([C:10]([NH2:14])=[O:12])[CH:7]=[CH:6][C:5]=2[N:1]=[N:2]1. The yield is 0.810.